Dataset: Full USPTO retrosynthesis dataset with 1.9M reactions from patents (1976-2016). Task: Predict the reactants needed to synthesize the given product. (1) Given the product [C:19]([C:21]1([CH2:40][C:39]2[CH:42]=[CH:43][CH:44]=[C:37]([N+:34]([O-:36])=[O:35])[CH:38]=2)[CH2:26][CH2:25][N:24]([C:27]([O:29][C:30]([CH3:33])([CH3:32])[CH3:31])=[O:28])[CH2:23][CH2:22]1)#[N:20], predict the reactants needed to synthesize it. The reactants are: C(NC(C)C)(C)C.C([Li])CCC.CCCCCC.[C:19]([CH:21]1[CH2:26][CH2:25][N:24]([C:27]([O:29][C:30]([CH3:33])([CH3:32])[CH3:31])=[O:28])[CH2:23][CH2:22]1)#[N:20].[N+:34]([C:37]1[CH:38]=[C:39]([CH:42]=[CH:43][CH:44]=1)[CH2:40]Br)([O-:36])=[O:35].[NH4+].[Cl-]. (2) The reactants are: [Cl:1][C:2]1[N:3]=[CH:4][N:5]([C:7]2[CH:12]=[CH:11][C:10]([NH:13][C:14]3[N:15]=[C:16]([NH:31][CH3:32])[C:17]4[CH2:22][CH2:21][CH:20]([C:23]5[CH:28]=[CH:27][C:26]([F:29])=[CH:25][C:24]=5[F:30])[C:18]=4[N:19]=3)=[CH:9][C:8]=2[O:33][CH3:34])[CH:6]=1. Given the product [Cl:1][C:2]1[N:3]=[CH:4][N:5]([C:7]2[CH:12]=[CH:11][C:10]([NH:13][C:14]3[N:15]=[C:16]([NH:31][CH3:32])[C:17]4[CH2:22][CH2:21][C@H:20]([C:23]5[CH:28]=[CH:27][C:26]([F:29])=[CH:25][C:24]=5[F:30])[C:18]=4[N:19]=3)=[CH:9][C:8]=2[O:33][CH3:34])[CH:6]=1, predict the reactants needed to synthesize it. (3) Given the product [CH3:1][O:2][C:3](=[O:19])[CH:4]([O:17][CH3:18])[CH2:5][C:6]1[CH:15]=[C:14]([O:16][CH2:28][CH2:27][C:26]2[C:21]([CH3:20])=[N:22][C:23]([C:30]3[CH:35]=[CH:34][C:33]([C:36]([F:39])([F:37])[F:38])=[CH:32][CH:31]=3)=[CH:24][CH:25]=2)[C:13]2[C:8](=[CH:9][CH:10]=[CH:11][CH:12]=2)[CH:7]=1, predict the reactants needed to synthesize it. The reactants are: [CH3:1][O:2][C:3](=[O:19])[CH:4]([O:17][CH3:18])[CH2:5][C:6]1[CH:15]=[C:14]([OH:16])[C:13]2[C:8](=[CH:9][CH:10]=[CH:11][CH:12]=2)[CH:7]=1.[CH3:20][C:21]1[C:26]([CH2:27][CH2:28]O)=[CH:25][CH:24]=[C:23]([C:30]2[CH:35]=[CH:34][C:33]([C:36]([F:39])([F:38])[F:37])=[CH:32][CH:31]=2)[N:22]=1.C1(P(C2C=CC=CC=2)C2C=CC=CC=2)C=CC=CC=1.N(C(OC(C)(C)C)=O)=NC(OC(C)(C)C)=O. (4) Given the product [Cl:30][C:21]1[CH:22]=[C:23](/[CH:26]=[CH:27]/[CH2:28][N:9]2[C:10]3[C:6](=[CH:5][C:4]([O:3][C:2]([F:1])([F:15])[F:16])=[CH:12][CH:11]=3)[C:7](=[O:14])[C:8]2=[O:13])[CH:24]=[CH:25][C:20]=1[Cl:19], predict the reactants needed to synthesize it. The reactants are: [F:1][C:2]([F:16])([F:15])[O:3][C:4]1[CH:5]=[C:6]2[C:10](=[CH:11][CH:12]=1)[NH:9][C:8](=[O:13])[C:7]2=[O:14].[OH-].[K+].[Cl:19][C:20]1[CH:25]=[CH:24][C:23](/[CH:26]=[CH:27]/[CH2:28]Cl)=[CH:22][C:21]=1[Cl:30].O. (5) Given the product [Cl:1][C:2]1[CH:10]=[CH:9][C:5]([C:6]([O:8][CH2:19][CH3:20])=[O:7])=[CH:4][C:3]=1[N+:11]([O-:13])=[O:12], predict the reactants needed to synthesize it. The reactants are: [Cl:1][C:2]1[CH:10]=[CH:9][C:5]([C:6]([OH:8])=[O:7])=[CH:4][C:3]=1[N+:11]([O-:13])=[O:12].S(=O)(=O)(O)O.[CH2:19](O)[CH3:20]. (6) Given the product [CH3:28][O:29][C:30]1[CH:31]=[C:32]([NH:36][CH:2]([C:22]2[CH:27]=[CH:26][CH:25]=[CH:24][CH:23]=2)[C:3]([C:5]2[C:13]3[C:8](=[CH:9][CH:10]=[CH:11][CH:12]=3)[N:7]([CH2:14][CH2:15][N:16]3[CH2:21][CH2:20][O:19][CH2:18][CH2:17]3)[CH:6]=2)=[O:4])[CH:33]=[CH:34][CH:35]=1, predict the reactants needed to synthesize it. The reactants are: Cl[CH:2]([C:22]1[CH:27]=[CH:26][CH:25]=[CH:24][CH:23]=1)[C:3]([C:5]1[C:13]2[C:8](=[CH:9][CH:10]=[CH:11][CH:12]=2)[N:7]([CH2:14][CH2:15][N:16]2[CH2:21][CH2:20][O:19][CH2:18][CH2:17]2)[CH:6]=1)=[O:4].[CH3:28][O:29][C:30]1[CH:35]=[CH:34][CH:33]=[C:32]([NH2:36])[CH:31]=1.